This data is from Full USPTO retrosynthesis dataset with 1.9M reactions from patents (1976-2016). The task is: Predict the reactants needed to synthesize the given product. The reactants are: [F:1][C:2]1[CH:7]=[CH:6][C:5]([CH:8]([O:10][C:11]([C:13]2[C:21]3[C:16](=[CH:17][CH:18]=[C:19]([CH2:22][CH2:23]OS(C)(=O)=O)[CH:20]=3)[NH:15][C:14]=2[CH3:29])=[O:12])[CH3:9])=[CH:4][CH:3]=1.[NH:30]1[CH2:34][CH2:33][CH2:32][CH2:31]1. Given the product [F:1][C:2]1[CH:7]=[CH:6][C:5]([CH:8]([O:10][C:11]([C:13]2[C:21]3[C:16](=[CH:17][CH:18]=[C:19]([CH2:22][CH2:23][N:30]4[CH2:34][CH2:33][CH2:32][CH2:31]4)[CH:20]=3)[NH:15][C:14]=2[CH3:29])=[O:12])[CH3:9])=[CH:4][CH:3]=1, predict the reactants needed to synthesize it.